Regression. Given a peptide amino acid sequence and an MHC pseudo amino acid sequence, predict their binding affinity value. This is MHC class I binding data. From a dataset of Peptide-MHC class I binding affinity with 185,985 pairs from IEDB/IMGT. (1) The peptide sequence is TAIRAGYSIV. The MHC is HLA-A02:02 with pseudo-sequence HLA-A02:02. The binding affinity (normalized) is 0.184. (2) The peptide sequence is SRLGIVVLR. The MHC is HLA-A02:03 with pseudo-sequence HLA-A02:03. The binding affinity (normalized) is 0.0847.